Predict the product of the given reaction. From a dataset of Forward reaction prediction with 1.9M reactions from USPTO patents (1976-2016). Given the reactants [N+:1]([C:4]1[CH:5]=[CH:6][C:7]2[C:8]3[C:13]([C:14](=[O:18])[NH:15][C:16]=2[CH:17]=1)=[CH:12][CH:11]=[CH:10][CH:9]=3)([O-])=O, predict the reaction product. The product is: [NH2:1][C:4]1[CH:5]=[CH:6][C:7]2[C:8]3[C:13]([C:14](=[O:18])[NH:15][C:16]=2[CH:17]=1)=[CH:12][CH:11]=[CH:10][CH:9]=3.